This data is from Reaction yield outcomes from USPTO patents with 853,638 reactions. The task is: Predict the reaction yield, written as a fraction of the theoretical maximum amount of product (1.0 means a 100% yield; for example, 0.34 means a 34% yield). The reactants are [CH2:1]([O:8][C:9](=[O:19])[NH:10][C:11]1[CH:16]=[CH:15][C:14]([F:17])=[CH:13][C:12]=1[F:18])[C:2]1[CH:7]=[CH:6][CH:5]=[CH:4][CH:3]=1.[O:20]1CCC[CH2:21]1.C([Li])CCC.CN(C)C=O. The catalyst is O. The product is [CH2:1]([O:8][C:9](=[O:19])[NH:10][C:11]1[CH:16]=[CH:15][C:14]([F:17])=[C:13]([CH:21]=[O:20])[C:12]=1[F:18])[C:2]1[CH:3]=[CH:4][CH:5]=[CH:6][CH:7]=1. The yield is 0.710.